From a dataset of Ames mutagenicity test results for genotoxicity prediction. Regression/Classification. Given a drug SMILES string, predict its toxicity properties. Task type varies by dataset: regression for continuous values (e.g., LD50, hERG inhibition percentage) or binary classification for toxic/non-toxic outcomes (e.g., AMES mutagenicity, cardiotoxicity, hepatotoxicity). Dataset: ames. (1) The drug is O=[N+]([O-])c1ccc2c3c(cccc13)-c1cc3ccccc3cc1-2. The result is 1 (mutagenic). (2) The molecule is CC(=O)NC(CSC(Cl)=C(Cl)C(Cl)=C(Cl)Cl)C(=O)O. The result is 1 (mutagenic).